This data is from Forward reaction prediction with 1.9M reactions from USPTO patents (1976-2016). The task is: Predict the product of the given reaction. (1) Given the reactants N[CH:2](C1C=CC(OC)=C(OC)C=1)CC(O)=O.[NH2:17][CH:18]([C:23]1[CH:28]=[CH:27][C:26]([O:29][CH2:30][CH2:31][CH3:32])=[C:25]([O:33][CH3:34])[CH:24]=1)[CH2:19][C:20]([OH:22])=[O:21], predict the reaction product. The product is: [NH2:17][CH:18]([C:23]1[CH:28]=[CH:27][C:26]([O:29][CH2:30][CH2:31][CH3:32])=[C:25]([O:33][CH3:34])[CH:24]=1)[CH2:19][C:20]([O:22][CH3:2])=[O:21]. (2) Given the reactants [CH2:1]([N:8]1[CH2:13][CH2:12][CH:11]([NH:14][CH:15]([C:17]2[CH:18]=[C:19]([C:23]3[C:24]([C:29]([NH:31][CH2:32][CH2:33][NH:34][C:35]([O:37][C:38]([CH3:41])([CH3:40])[CH3:39])=[O:36])=[O:30])=[CH:25][CH:26]=[CH:27][CH:28]=3)[CH:20]=[CH:21][CH:22]=2)[CH3:16])[CH2:10][CH2:9]1)[C:2]1[CH:7]=[CH:6][CH:5]=[CH:4][CH:3]=1.[C:42](OC(=O)NCCN)([CH3:45])([CH3:44])[CH3:43].[CH:53]1[CH:54]=[CH:55][C:56]2N(O)N=N[C:57]=2[CH:58]=1.[CH3:63]CN=C=NCCCN(C)C.CN([CH:77]=[O:78])C, predict the reaction product. The product is: [CH2:1]([N:8]1[CH2:13][CH2:12][CH:11]([N:14]([CH:15]([C:17]2[CH:18]=[C:19]([C:23]3[C:24]([C:29]([NH:31][CH2:32][CH2:33][NH:34][C:35]([O:37][C:38]([CH3:40])([CH3:39])[CH3:41])=[O:36])=[O:30])=[CH:25][CH:26]=[CH:27][CH:28]=3)[CH:20]=[CH:21][CH:22]=2)[CH3:16])[C:77](=[O:78])[CH2:45][C:42]2[CH:43]=[CH:63][C:57]3[C:58](=[CH:53][CH:54]=[CH:55][CH:56]=3)[CH:44]=2)[CH2:10][CH2:9]1)[C:2]1[CH:7]=[CH:6][CH:5]=[CH:4][CH:3]=1.